Regression. Given a peptide amino acid sequence and an MHC pseudo amino acid sequence, predict their binding affinity value. This is MHC class II binding data. From a dataset of Peptide-MHC class II binding affinity with 134,281 pairs from IEDB. (1) The peptide sequence is RDLLFKLLEYSNQNE. The MHC is DRB1_0101 with pseudo-sequence DRB1_0101. The binding affinity (normalized) is 0.398. (2) The peptide sequence is AWDFSSAGGFFTSVG. The MHC is DRB1_0401 with pseudo-sequence DRB1_0401. The binding affinity (normalized) is 0.170. (3) The peptide sequence is ALEDDLLNRNNSFKP. The MHC is HLA-DQA10201-DQB10202 with pseudo-sequence HLA-DQA10201-DQB10202. The binding affinity (normalized) is 0. (4) The peptide sequence is RQANFLGKIWPSSKGR. The MHC is DRB1_0301 with pseudo-sequence DRB1_0301. The binding affinity (normalized) is 0.153.